From a dataset of Catalyst prediction with 721,799 reactions and 888 catalyst types from USPTO. Predict which catalyst facilitates the given reaction. (1) Reactant: Cl.[Cl:2][C:3]1[CH:4]=[C:5]2[C:9](=[CH:10][CH:11]=1)[NH:8][CH:7]=[C:6]2[CH2:12][CH2:13][NH2:14].[CH3:15][C:16]1[N:17]=[C:18]([C:24]2[CH:29]=[CH:28][CH:27]=[CH:26][CH:25]=2)[S:19][C:20]=1[C:21](Cl)=[O:22].C(N(CC)CC)C.C(OCC)(=O)C. Product: [Cl:2][C:3]1[CH:4]=[C:5]2[C:9](=[CH:10][CH:11]=1)[NH:8][CH:7]=[C:6]2[CH2:12][CH2:13][NH:14][C:21]([C:20]1[S:19][C:18]([C:24]2[CH:25]=[CH:26][CH:27]=[CH:28][CH:29]=2)=[N:17][C:16]=1[CH3:15])=[O:22]. The catalyst class is: 4. (2) Product: [S:36]([OH:39])(=[O:38])(=[O:37])[CH3:35].[CH2:1]([NH:3][C:4]([C:6]1[C:10]([C:11]2[CH:16]=[CH:15][C:14]([CH2:17][N:18]3[CH2:23][CH2:22][O:21][CH2:20][CH2:19]3)=[CH:13][CH:12]=2)=[C:9]([C:24]2[CH:29]=[C:28]([CH:30]([CH3:31])[CH3:32])[C:27]([OH:33])=[CH:26][C:25]=2[OH:34])[O:8][N:7]=1)=[O:5])[CH3:2]. The catalyst class is: 95. Reactant: [CH2:1]([NH:3][C:4]([C:6]1[C:10]([C:11]2[CH:16]=[CH:15][C:14]([CH2:17][N:18]3[CH2:23][CH2:22][O:21][CH2:20][CH2:19]3)=[CH:13][CH:12]=2)=[C:9]([C:24]2[CH:29]=[C:28]([CH:30]([CH3:32])[CH3:31])[C:27]([OH:33])=[CH:26][C:25]=2[OH:34])[O:8][N:7]=1)=[O:5])[CH3:2].[CH3:35][S:36]([OH:39])(=[O:38])=[O:37]. (3) Reactant: [CH2:1]([O:8][C:9]1[CH:16]=[CH:15][C:12]([CH:13]=[O:14])=[CH:11][C:10]=1[Br:17])[C:2]1[CH:7]=[CH:6][CH:5]=[CH:4][CH:3]=1.[BH4-].[Na+].[Cl-].[NH4+]. Product: [CH2:1]([O:8][C:9]1[CH:16]=[CH:15][C:12]([CH2:13][OH:14])=[CH:11][C:10]=1[Br:17])[C:2]1[CH:7]=[CH:6][CH:5]=[CH:4][CH:3]=1. The catalyst class is: 7. (4) Reactant: [NH2:1][C:2]1[CH:10]=[CH:9][C:8]([I:11])=[CH:7][C:3]=1[C:4](O)=[O:5].[CH:12]([NH2:14])=O. Product: [I:11][C:8]1[CH:7]=[C:3]2[C:2](=[CH:10][CH:9]=1)[NH:1][CH:12]=[N:14][C:4]2=[O:5]. The catalyst class is: 6. (5) Reactant: P(Br)(Br)[Br:2].CN(C)C=O.[CH3:10][O:11][C:12]1[CH:13]=[CH:14][C:15]2[O:19][C:18]([CH2:20]O)=[CH:17][C:16]=2[CH:22]=1.C(=O)([O-])[O-].[Na+].[Na+]. Product: [CH3:10][O:11][C:12]1[CH:13]=[CH:14][C:15]2[O:19][C:18]([CH2:20][Br:2])=[CH:17][C:16]=2[CH:22]=1. The catalyst class is: 13.